Dataset: Peptide-MHC class II binding affinity with 134,281 pairs from IEDB. Task: Regression. Given a peptide amino acid sequence and an MHC pseudo amino acid sequence, predict their binding affinity value. This is MHC class II binding data. The peptide sequence is VNGTWMIHTLEALDY. The MHC is DRB4_0103 with pseudo-sequence DRB4_0103. The binding affinity (normalized) is 0.